This data is from Catalyst prediction with 721,799 reactions and 888 catalyst types from USPTO. The task is: Predict which catalyst facilitates the given reaction. (1) Reactant: CO.[CH3:3][N:4]([CH3:18])[C:5]1[C:14]([CH2:15]O)=[CH:13][C:12]2[C:7](=[CH:8][CH:9]=[C:10]([CH3:17])[CH:11]=2)[N:6]=1.O=S(Cl)[Cl:21]. Product: [ClH:21].[Cl:21][CH2:15][C:14]1[C:5]([N:4]([CH3:18])[CH3:3])=[N:6][C:7]2[C:12]([CH:13]=1)=[CH:11][C:10]([CH3:17])=[CH:9][CH:8]=2. The catalyst class is: 2. (2) Reactant: [N+:1]([C:4]1[CH:5]=[C:6]2[C:10](=[CH:11][CH:12]=1)[N:9]([CH2:13][C:14]1[S:15][CH:16]=[CH:17][N:18]=1)[CH:8]=[CH:7]2)([O-])=O. Product: [S:15]1[CH:16]=[CH:17][N:18]=[C:14]1[CH2:13][N:9]1[C:10]2[C:6](=[CH:5][C:4]([NH2:1])=[CH:12][CH:11]=2)[CH:7]=[CH:8]1. The catalyst class is: 603. (3) Reactant: [F:1][C:2]([F:33])([F:32])[C:3]1([CH2:7][N:8]2[CH2:13][CH2:12][CH:11]([CH2:14][O:15][C:16]3[CH:21]=[CH:20][C:19]([C:22]4[CH:27]=[CH:26][C:25]([C:28]([O:30]C)=[O:29])=[CH:24][CH:23]=4)=[CH:18][CH:17]=3)[CH2:10][CH2:9]2)[CH2:6][CH2:5][CH2:4]1.CO.O.[Li+].[OH-]. Product: [F:33][C:2]([F:1])([F:32])[C:3]1([CH2:7][N:8]2[CH2:13][CH2:12][CH:11]([CH2:14][O:15][C:16]3[CH:21]=[CH:20][C:19]([C:22]4[CH:23]=[CH:24][C:25]([C:28]([OH:30])=[O:29])=[CH:26][CH:27]=4)=[CH:18][CH:17]=3)[CH2:10][CH2:9]2)[CH2:6][CH2:5][CH2:4]1. The catalyst class is: 1. (4) Reactant: S(O)(O)(=O)=O.[NH2:6][C:7]1[NH:8][CH:9]=[CH:10][N:11]=1.[C:12](N1C=CN=C1)([N:14]1[CH:18]=[CH:17][N:16]=[CH:15]1)=[O:13].CCN(C(C)C)C(C)C. Product: [NH:8]1[CH:9]=[CH:10][N:11]=[C:7]1[NH:6][C:12]([N:14]1[CH:18]=[CH:17][N:16]=[CH:15]1)=[O:13]. The catalyst class is: 2. (5) Product: [CH2:1]([S:3]([CH2:4][C:5]1[N:10]=[C:9]([C:11]2[S:12][C:13]3[CH:21]=[CH:20][CH:19]=[CH:18][C:14]=3[C:15](=[O:17])[N:16]=2)[CH:8]=[CH:7][CH:6]=1)=[O:30])[CH3:2]. The catalyst class is: 22. Reactant: [CH2:1]([S:3][CH2:4][C:5]1[N:10]=[C:9]([C:11]2[S:12][C:13]3[CH:21]=[CH:20][CH:19]=[CH:18][C:14]=3[C:15](=[O:17])[N:16]=2)[CH:8]=[CH:7][CH:6]=1)[CH3:2].ClC1C=CC=C(C(OO)=[O:30])C=1. (6) Reactant: [CH3:1][N:2]([CH3:10])[C:3]([CH:5]1[CH2:8][C:7](=[O:9])[CH2:6]1)=O.[H-].[H-].[H-].[H-].[Li+].[Al+3]. Product: [CH3:1][N:2]([CH2:3][CH:5]1[CH2:8][CH:7]([OH:9])[CH2:6]1)[CH3:10]. The catalyst class is: 1. (7) Reactant: [CH3:1][C:2]1[CH:9]=[CH:8][C:7]([F:10])=[CH:6][C:3]=1[CH2:4]Br.C(=O)([O-])[O-].[K+].[K+].[C:17]([O:21][C:22]([NH:24][C@@H:25]1[CH2:30][CH2:29][CH2:28][N:27]([C:31]2[NH:52][C:34]3[C:35](=[O:51])[N:36]([CH3:50])[C:37]4[CH:38]=[C:39]([C:43]([O:45][C:46]([CH3:49])([CH3:48])[CH3:47])=[O:44])[CH:40]=[CH:41][C:42]=4[C:33]=3[N:32]=2)[CH2:26]1)=[O:23])([CH3:20])([CH3:19])[CH3:18].O. Product: [C:17]([O:21][C:22]([NH:24][C@@H:25]1[CH2:30][CH2:29][CH2:28][N:27]([C:31]2[N:52]([CH2:4][C:3]3[CH:6]=[C:7]([F:10])[CH:8]=[CH:9][C:2]=3[CH3:1])[C:34]3[C:35](=[O:51])[N:36]([CH3:50])[C:37]4[CH:38]=[C:39]([C:43]([O:45][C:46]([CH3:49])([CH3:48])[CH3:47])=[O:44])[CH:40]=[CH:41][C:42]=4[C:33]=3[N:32]=2)[CH2:26]1)=[O:23])([CH3:20])([CH3:18])[CH3:19]. The catalyst class is: 9.